This data is from Reaction yield outcomes from USPTO patents with 853,638 reactions. The task is: Predict the reaction yield, written as a fraction of the theoretical maximum amount of product (1.0 means a 100% yield; for example, 0.34 means a 34% yield). (1) The reactants are Br[C:2]1[CH:3]=[CH:4][C:5]([C:8](=[O:17])[CH2:9][N:10]2[C:14]([CH3:15])=[CH:13][N:12]=[C:11]2[CH3:16])=[N:6][CH:7]=1.[F:18][C:19]1[CH:20]=[C:21]([N:34]2[CH2:38][C@H:37]([CH2:39][N:40]3[CH:44]=[CH:43][N:42]=[N:41]3)[O:36][C:35]2=[O:45])[CH:22]=[CH:23][C:24]=1B1OC(C)(C)C(C)(C)O1.C(=O)([O-])[O-].[Na+].[Na+]. No catalyst specified. The product is [CH3:16][C:11]1[N:10]([CH2:9][C:8]([C:5]2[N:6]=[CH:7][C:2]([C:24]3[CH:23]=[CH:22][C:21]([N:34]4[CH2:38][C@H:37]([CH2:39][N:40]5[CH:44]=[CH:43][N:42]=[N:41]5)[O:36][C:35]4=[O:45])=[CH:20][C:19]=3[F:18])=[CH:3][CH:4]=2)=[O:17])[C:14]([CH3:15])=[CH:13][N:12]=1. The yield is 0.410. (2) The reactants are [NH2:1][C:2]1[N:3]([CH3:26])[C:4](=[O:25])[C:5]2([C:15]3[C:10](=[CH:11][CH:12]=[C:13](Br)[CH:14]=3)[O:9][CH:8]([C:17]3[CH:22]=[CH:21][CH:20]=[C:19]([O:23][CH3:24])[CH:18]=3)[CH2:7]2)[N:6]=1.[C:27]([C:29]1[CH:34]=[CH:33][C:32](B(O)O)=[CH:31][CH:30]=1)#[N:28]. The catalyst is O1CCOCC1.C([O-])([O-])=O.[Cs+].[Cs+].Cl[Pd](Cl)([P](C1C=CC=CC=1)(C1C=CC=CC=1)C1C=CC=CC=1)[P](C1C=CC=CC=1)(C1C=CC=CC=1)C1C=CC=CC=1. The product is [NH2:1][C:2]1[N:3]([CH3:26])[C:4](=[O:25])[C:5]2([C:15]3[C:10](=[CH:11][CH:12]=[C:13]([C:31]4[CH:30]=[C:29]([CH:34]=[CH:33][CH:32]=4)[C:27]#[N:28])[CH:14]=3)[O:9][CH:8]([C:17]3[CH:22]=[CH:21][CH:20]=[C:19]([O:23][CH3:24])[CH:18]=3)[CH2:7]2)[N:6]=1. The yield is 0.200.